This data is from Full USPTO retrosynthesis dataset with 1.9M reactions from patents (1976-2016). The task is: Predict the reactants needed to synthesize the given product. (1) Given the product [C:1]([O:5][C:6](=[O:36])[NH:7][C@H:8]([CH2:24][NH2:25])[CH2:9][CH2:10][CH2:11][CH2:12][NH:13][C:14]([O:16][CH2:17][C:18]1[CH:19]=[CH:20][CH:21]=[CH:22][CH:23]=1)=[O:15])([CH3:4])([CH3:2])[CH3:3], predict the reactants needed to synthesize it. The reactants are: [C:1]([O:5][C:6](=[O:36])[NH:7][C@H:8]([CH2:24][N:25]1C(=O)C2C(=CC=CC=2)C1=O)[CH2:9][CH2:10][CH2:11][CH2:12][NH:13][C:14]([O:16][CH2:17][C:18]1[CH:23]=[CH:22][CH:21]=[CH:20][CH:19]=1)=[O:15])([CH3:4])([CH3:3])[CH3:2].O.NN. (2) Given the product [F:1][C:2]1[CH:7]=[CH:6][C:5]([C:8]2[N:12]=[N:11][N:10]([CH3:13])[C:9]=2[C:14]2[N:15]=[CH:16][N:17]([C:19]3[CH:27]=[CH:26][C:22]([C:23]([NH:33][C:29]4([CH3:28])[CH2:32][O:31][CH2:30]4)=[O:24])=[CH:21][CH:20]=3)[CH:18]=2)=[CH:4][CH:3]=1, predict the reactants needed to synthesize it. The reactants are: [F:1][C:2]1[CH:7]=[CH:6][C:5]([C:8]2[N:12]=[N:11][N:10]([CH3:13])[C:9]=2[C:14]2[N:15]=[CH:16][N:17]([C:19]3[CH:27]=[CH:26][C:22]([C:23](O)=[O:24])=[CH:21][CH:20]=3)[CH:18]=2)=[CH:4][CH:3]=1.[CH3:28][C:29]1([NH2:33])[CH2:32][O:31][CH2:30]1. (3) Given the product [CH2:11]([O:13][C:14]1[CH:21]=[CH:20][CH:19]=[CH:18][C:15]=1[CH2:16][O:17][C:2]1[CH:7]=[CH:6][N:5]=[CH:4][C:3]=1[N+:8]([O-:10])=[O:9])[CH3:12], predict the reactants needed to synthesize it. The reactants are: Cl[C:2]1[CH:7]=[CH:6][N:5]=[CH:4][C:3]=1[N+:8]([O-:10])=[O:9].[CH2:11]([O:13][C:14]1[CH:21]=[CH:20][CH:19]=[CH:18][C:15]=1[CH2:16][OH:17])[CH3:12].